From a dataset of Forward reaction prediction with 1.9M reactions from USPTO patents (1976-2016). Predict the product of the given reaction. (1) The product is: [Br:7][C:8]1[CH:13]=[N:12][C:11]2[C:14](=[O:16])[NH:2][CH:1]=[CH:17][C:10]=2[CH:9]=1. Given the reactants [CH3:1][N:2](C)/C=N/[H].[Br:7][C:8]1[CH:9]=[C:10]([CH3:17])[C:11]([C:14]([OH:16])=O)=[N:12][CH:13]=1.CC([O-])(C)C.[K+].Cl, predict the reaction product. (2) Given the reactants Br[CH2:2][C:3]1[CH:8]=[CH:7][C:6]([CH:9]([CH:26]2[CH2:30][CH2:29][CH2:28][CH2:27]2)[C:10]([NH:12][C:13]2[CH:21]=[CH:20][CH:19]=[C:18]3[C:14]=2[CH2:15][CH:16]([C:22]([O:24][CH3:25])=[O:23])[CH2:17]3)=[O:11])=[CH:5][CH:4]=1.[CH3:31][CH:32]([CH3:41])[CH2:33][C:34]1[O:35][CH2:36][C:37](=[O:40])[NH:38][N:39]=1.C(=O)([O-])[O-].[Cs+].[Cs+], predict the reaction product. The product is: [CH:26]1([CH:9]([C:6]2[CH:7]=[CH:8][C:3]([CH2:2][N:38]3[C:37](=[O:40])[CH2:36][O:35][C:34]([CH2:33][CH:32]([CH3:41])[CH3:31])=[N:39]3)=[CH:4][CH:5]=2)[C:10]([NH:12][C:13]2[CH:21]=[CH:20][CH:19]=[C:18]3[C:14]=2[CH2:15][CH:16]([C:22]([O:24][CH3:25])=[O:23])[CH2:17]3)=[O:11])[CH2:30][CH2:29][CH2:28][CH2:27]1. (3) The product is: [CH3:1][C:2]([CH3:37])([CH2:35][CH3:36])[CH2:3][C:4]1[N:5]=[C:6]([C:9]2([CH2:21][C:22]3[CH:27]=[CH:26][C:25]([C:28]4[CH:33]=[CH:32][C:31]([F:34])=[CH:30][N:29]=4)=[CH:24][CH:23]=3)[CH2:13][CH2:12][CH2:11][NH:10]2)[NH:7][CH:8]=1. Given the reactants [CH3:1][C:2]([CH3:37])([CH2:35][CH3:36])[CH2:3][C:4]1[N:5]=[C:6]([C:9]2([CH2:21][C:22]3[CH:27]=[CH:26][C:25]([C:28]4[CH:33]=[CH:32][C:31]([F:34])=[CH:30][N:29]=4)=[CH:24][CH:23]=3)[CH2:13][CH2:12][CH2:11][N:10]2C(OC(C)(C)C)=O)[NH:7][CH:8]=1, predict the reaction product. (4) Given the reactants Br[C:2]1[CH:7]=[CH:6][C:5]([C:8]([OH:40])([CH3:39])[CH2:9][C:10]2[N:11]([C:20]([C:33]3[CH:38]=[CH:37][CH:36]=[CH:35][CH:34]=3)([C:27]3[CH:32]=[CH:31][CH:30]=[CH:29][CH:28]=3)[C:21]3[CH:26]=[CH:25][CH:24]=[CH:23][CH:22]=3)[CH:12]=[C:13]([CH2:15][C:16]([CH3:19])([CH3:18])[CH3:17])[N:14]=2)=[CH:4][CH:3]=1.C(=O)([O-])[O-].[K+].[K+].[CH3:47][N:48]1[CH:52]=[C:51](B2OC(C)(C)C(C)(C)O2)[CH:50]=[N:49]1, predict the reaction product. The product is: [CH3:17][C:16]([CH3:19])([CH3:18])[CH2:15][C:13]1[N:14]=[C:10]([CH2:9][C:8]([C:5]2[CH:6]=[CH:7][C:2]([C:51]3[CH:50]=[N:49][N:48]([CH3:47])[CH:52]=3)=[CH:3][CH:4]=2)([OH:40])[CH3:39])[N:11]([C:20]([C:33]2[CH:38]=[CH:37][CH:36]=[CH:35][CH:34]=2)([C:27]2[CH:32]=[CH:31][CH:30]=[CH:29][CH:28]=2)[C:21]2[CH:26]=[CH:25][CH:24]=[CH:23][CH:22]=2)[CH:12]=1. (5) Given the reactants [NH2:1][CH2:2][CH2:3][CH2:4][CH2:5][N:6]1[C:18]2[C:17]3[CH:16]=[CH:15][CH:14]=[CH:13][C:12]=3[N:11]=[C:10]([NH2:19])[C:9]=2[N:8]=[C:7]1[CH2:20][CH2:21][CH2:22][CH3:23], predict the reaction product. The product is: [NH2:1][CH2:2][CH2:3][CH2:4][CH2:5][N:6]1[C:18]2[C:17]3[CH2:16][CH2:15][CH2:14][CH2:13][C:12]=3[N:11]=[C:10]([NH2:19])[C:9]=2[N:8]=[C:7]1[CH2:20][CH2:21][CH2:22][CH3:23]. (6) The product is: [Cl:1][CH2:2][C:3]1[N:11]=[C:12]2[S:13][C:14]([CH3:22])=[C:15]([C:17]([NH:19][CH2:20][CH3:21])=[O:18])[N:16]2[C:5](=[O:7])[CH:4]=1. Given the reactants [Cl:1][CH2:2][C:3](=O)[CH2:4][C:5]([O:7]CC)=O.[NH2:11][C:12]1[S:13][C:14]([CH3:22])=[C:15]([C:17]([NH:19][CH2:20][CH3:21])=[O:18])[N:16]=1, predict the reaction product. (7) Given the reactants [Cl:1][C:2]1[CH:3]=[C:4]2[C:9](=[CH:10][CH:11]=1)[N:8]=[C:7]([O:12]CC1C=CC(OC)=CC=1)[C:6]([CH2:22][CH2:23][CH3:24])=[C:5]2[O:25][C:26]#[C:27][CH:28]1[CH2:30][CH2:29]1.[N+]([O-])([O-])=O.[Ce+4].[NH4+].[N+]([O-])([O-])=O.[N+]([O-])([O-])=O.[N+]([O-])([O-])=O.[N+]([O-])([O-])=O, predict the reaction product. The product is: [Cl:1][C:2]1[CH:3]=[C:4]2[C:9](=[CH:10][CH:11]=1)[NH:8][C:7](=[O:12])[C:6]([CH2:22][CH2:23][CH3:24])=[C:5]2[O:25][C:26]#[C:27][CH:28]1[CH2:30][CH2:29]1.